The task is: Predict the reaction yield, written as a fraction of the theoretical maximum amount of product (1.0 means a 100% yield; for example, 0.34 means a 34% yield).. This data is from Reaction yield outcomes from USPTO patents with 853,638 reactions. (1) The reactants are [CH:1]1([CH2:6][C:7]([NH:9][C:10]2[C:15]([C:16]([F:19])([F:18])[F:17])=[CH:14][C:13]([N:20]3[CH2:25][CH2:24][O:23][CH2:22][CH2:21]3)=[CH:12][C:11]=2Br)=[O:8])[CH2:5][CH2:4][CH2:3][CH2:2]1.[N:27]1[CH:32]=[CH:31][CH:30]=[C:29](B(O)O)[CH:28]=1.C(=O)([O-])[O-].[K+].[K+]. The catalyst is CC(C)=O.C([O-])(=O)C.[Pd+2].C([O-])(=O)C. The product is [CH:1]1([CH2:6][C:7]([NH:9][C:10]2[C:15]([C:16]([F:19])([F:18])[F:17])=[CH:14][C:13]([N:20]3[CH2:25][CH2:24][O:23][CH2:22][CH2:21]3)=[CH:12][C:11]=2[C:29]2[CH:28]=[N:27][CH:32]=[CH:31][CH:30]=2)=[O:8])[CH2:5][CH2:4][CH2:3][CH2:2]1. The yield is 0.180. (2) The reactants are [Br:1][C:2]1[C:11]2[C:6](=[CH:7][C:8]([C:12]3[N:13]=[C:14]([C:17]4[CH:22]=[CH:21][CH:20]=[CH:19][CH:18]=4)[S:15][CH:16]=3)=[CH:9][CH:10]=2)[CH:5]=[CH:4][C:3]=1[O:23][CH2:24][C:25]#[N:26].[N-:27]=[N+:28]=[N-:29].[Na+].[Cl-].[NH4+]. The catalyst is CN(C=O)C. The product is [Br:1][C:2]1[C:11]2[C:6](=[CH:7][C:8]([C:12]3[N:13]=[C:14]([C:17]4[CH:22]=[CH:21][CH:20]=[CH:19][CH:18]=4)[S:15][CH:16]=3)=[CH:9][CH:10]=2)[CH:5]=[CH:4][C:3]=1[O:23][CH2:24][C:25]1[NH:29][N:28]=[N:27][N:26]=1. The yield is 0.820. (3) The reactants are C1(C)C=CC=CC=1.[CH2:8]([C@@H:15]1[CH2:19][O:18][C:17](=[O:20])[N:16]1[C:21](=[O:30])[CH2:22][C:23]1[CH:28]=[CH:27][C:26]([Br:29])=[CH:25][CH:24]=1)[C:9]1[CH:14]=[CH:13][CH:12]=[CH:11][CH:10]=1.CCN(C(C)C)C(C)C.CO[CH:42]1[N:46]([C:47]([O:49][C:50]([CH3:53])([CH3:52])[CH3:51])=[O:48])[C:45]([CH3:55])([CH3:54])[CH2:44][CH2:43]1. The catalyst is ClCCl.Cl[Ti](Cl)(Cl)Cl. The product is [CH2:8]([C@@H:15]1[CH2:19][O:18][C:17](=[O:20])[N:16]1[C:21](=[O:30])[C@@H:22]([C@H:42]1[N:46]([C:47]([O:49][C:50]([CH3:53])([CH3:52])[CH3:51])=[O:48])[C:45]([CH3:55])([CH3:54])[CH2:44][CH2:43]1)[C:23]1[CH:24]=[CH:25][C:26]([Br:29])=[CH:27][CH:28]=1)[C:9]1[CH:14]=[CH:13][CH:12]=[CH:11][CH:10]=1. The yield is 0.850. (4) The reactants are Br[C:2]1[CH:3]=[C:4]([C:8]2[N:9]=[C:10]([CH:20]([CH3:22])[CH3:21])[NH:11][C:12]=2[C:13]2[CH:18]=[CH:17][CH:16]=[C:15]([CH3:19])[N:14]=2)[CH:5]=[CH:6][CH:7]=1.B1([C:29]2[CH:34]=[CH:33][CH:32]=[N:31][CH:30]=2)OCCCO1. No catalyst specified. The product is [CH:20]([C:10]1[NH:11][C:12]([C:13]2[CH:18]=[CH:17][CH:16]=[C:15]([CH3:19])[N:14]=2)=[C:8]([C:4]2[CH:5]=[CH:6][CH:7]=[C:2]([C:29]3[CH:30]=[N:31][CH:32]=[CH:33][CH:34]=3)[CH:3]=2)[N:9]=1)([CH3:22])[CH3:21]. The yield is 0.940. (5) The reactants are [CH:1]1[CH:5]=[C:4]([CH:6]([OH:14])[C:7]([C:9]2[O:13][CH:12]=[CH:11][CH:10]=2)=O)[O:3][CH:2]=1.[N:15]#[C:16][NH2:17].[O-]CC.[Na+].O. The catalyst is C(O)C. The product is [NH2:17][C:16]1[O:14][C:6]([C:4]2[O:3][CH:2]=[CH:1][CH:5]=2)=[C:7]([C:9]2[O:13][CH:12]=[CH:11][CH:10]=2)[N:15]=1. The yield is 0.311.